Predict the product of the given reaction. From a dataset of Forward reaction prediction with 1.9M reactions from USPTO patents (1976-2016). (1) Given the reactants [Mg].II.COCO[C:8]1[CH:15]=[CH:14][CH:13]=[CH:12][C:9]=1[CH:10]=[O:11].[Cl-].[NH4+], predict the reaction product. The product is: [C:9]1([CH:10]([C:8]2[CH:15]=[CH:14][CH:13]=[CH:12][CH:9]=2)[OH:11])[CH:12]=[CH:13][CH:14]=[CH:15][CH:8]=1. (2) Given the reactants N[C:2]1[CH:7]=[CH:6][C:5]([OH:8])=[CH:4][CH:3]=1.C(NC(C)C)(C)C.[C:16]([O:20][C:21](O[C:21]([O:20][C:16]([CH3:19])([CH3:18])[CH3:17])=[O:22])=[O:22])([CH3:19])([CH3:18])[CH3:17], predict the reaction product. The product is: [C:16]([O:20][C:21]([C:2]1[CH:7]=[CH:6][C:5]([OH:8])=[CH:4][CH:3]=1)=[O:22])([CH3:19])([CH3:18])[CH3:17]. (3) Given the reactants [CH2:1]([C:4]1[C:13]([OH:14])=[C:12]2[C:7]([CH:8]=[CH:9][CH:10]=[N:11]2)=[C:6]([F:15])[CH:5]=1)[CH:2]=[CH2:3].[H][H], predict the reaction product. The product is: [F:15][C:6]1[CH:5]=[C:4]([CH2:1][CH2:2][CH3:3])[C:13]([OH:14])=[C:12]2[C:7]=1[CH:8]=[CH:9][CH:10]=[N:11]2. (4) The product is: [CH3:35][O:34][C:32](=[O:33])[NH:1][CH2:2][C@H:3]1[CH2:4][C@H:5]([N:7]2[C:11]3[N:12]=[CH:13][N:14]=[C:15]([NH2:16])[C:10]=3[C:9]([C:17]3[CH:22]=[CH:21][CH:20]=[C:19]([O:23][CH2:24][C:25]4[CH:30]=[CH:29][CH:28]=[CH:27][CH:26]=4)[CH:18]=3)=[CH:8]2)[CH2:6]1. Given the reactants [NH2:1][CH2:2][C@H:3]1[CH2:6][C@H:5]([N:7]2[C:11]3[N:12]=[CH:13][N:14]=[C:15]([NH2:16])[C:10]=3[C:9]([C:17]3[CH:22]=[CH:21][CH:20]=[C:19]([O:23][CH2:24][C:25]4[CH:30]=[CH:29][CH:28]=[CH:27][CH:26]=4)[CH:18]=3)=[CH:8]2)[CH2:4]1.Cl[C:32]([O:34][CH3:35])=[O:33].C(N(CC)CC)C, predict the reaction product.